From a dataset of Reaction yield outcomes from USPTO patents with 853,638 reactions. Predict the reaction yield, written as a fraction of the theoretical maximum amount of product (1.0 means a 100% yield; for example, 0.34 means a 34% yield). The product is [Br:1][C:2]1[CH:7]=[CH:6][C:5]([C:11]#[N:12])=[N:4][C:3]=1[CH3:9]. The yield is 0.490. The catalyst is C(OCC)(=O)C. The reactants are [Br:1][C:2]1[C:3]([CH3:9])=[N:4][C:5](Br)=[CH:6][CH:7]=1.[Cu][C:11]#[N:12].CN(C)C=O.O.